From a dataset of Peptide-MHC class I binding affinity with 185,985 pairs from IEDB/IMGT. Regression. Given a peptide amino acid sequence and an MHC pseudo amino acid sequence, predict their binding affinity value. This is MHC class I binding data. (1) The binding affinity (normalized) is 0.0847. The MHC is HLA-A02:01 with pseudo-sequence HLA-A02:01. The peptide sequence is STFTFPGIY. (2) The peptide sequence is HDISPQAPTHFL. The MHC is Mamu-B8701 with pseudo-sequence YSAMYEEKAGHTDENTLYLRSYRYTWAARAYRWY. The binding affinity (normalized) is 1.00. (3) The peptide sequence is ITLEDSSGNLL. The MHC is HLA-A02:01 with pseudo-sequence HLA-A02:01. The binding affinity (normalized) is 0.320. (4) The peptide sequence is RPPGCTFPA. The MHC is HLA-A26:01 with pseudo-sequence HLA-A26:01. The binding affinity (normalized) is 0.0847. (5) The binding affinity (normalized) is 0.392. The MHC is HLA-A31:01 with pseudo-sequence HLA-A31:01. The peptide sequence is LLCLIFLLVL. (6) The peptide sequence is KMFCQLAKV. The MHC is HLA-A02:03 with pseudo-sequence HLA-A02:03. The binding affinity (normalized) is 0.811. (7) The peptide sequence is FMSRKLHRY. The MHC is HLA-A03:01 with pseudo-sequence HLA-A03:01. The binding affinity (normalized) is 0.169.